Dataset: Full USPTO retrosynthesis dataset with 1.9M reactions from patents (1976-2016). Task: Predict the reactants needed to synthesize the given product. (1) The reactants are: [OH-:1].[Na+:2].C([OH:5])C.[CH:6]1[N:10]=[CH:9][N:8]([CH2:11][C:12]([P:18]([OH:21])([OH:20])=[O:19])([P:14]([OH:17])([OH:16])=[O:15])[OH:13])[CH:7]=1. Given the product [CH:6]1[N:10]=[CH:9][N:8]([CH2:11][C:12]([P:14]([O-:17])([OH:16])=[O:15])([P:18]([O-:20])([OH:21])=[O:19])[OH:13])[CH:7]=1.[OH2:5].[OH2:1].[OH2:5].[OH2:5].[Na+:2].[Na+:2], predict the reactants needed to synthesize it. (2) Given the product [NH2:15][C:10]1[N:11]=[C:12]([CH3:14])[N:13]=[C:8]([C:7]2[C:2]([NH:21][C:22]3[CH:23]=[C:24]([NH:29][S:30]([CH3:33])(=[O:32])=[O:31])[C:25]([CH3:28])=[N:26][CH:27]=3)=[N:3][CH:4]=[C:5]([O:16][CH2:17][CH2:18][O:19][CH3:20])[CH:6]=2)[N:9]=1, predict the reactants needed to synthesize it. The reactants are: F[C:2]1[C:7]([C:8]2[N:13]=[C:12]([CH3:14])[N:11]=[C:10]([NH2:15])[N:9]=2)=[CH:6][C:5]([O:16][CH2:17][CH2:18][O:19][CH3:20])=[CH:4][N:3]=1.[NH2:21][C:22]1[CH:23]=[C:24]([NH:29][S:30]([CH3:33])(=[O:32])=[O:31])[C:25]([CH3:28])=[N:26][CH:27]=1.C[Si]([N-][Si](C)(C)C)(C)C.[Na+].C1COCC1. (3) Given the product [C:25]([N:29]1[CH2:34][CH2:33][N:32]([CH2:23][C:14]2[CH:15]=[CH:16][C:17]3[O:18][CH2:19][CH2:20][N:21]4[CH:22]=[C:9]([C:8]5[N:4]([CH:2]([CH3:1])[CH3:3])[N:5]=[CH:6][N:7]=5)[N:10]=[C:11]4[C:12]=3[CH:13]=2)[CH2:31][CH2:30]1)([CH3:28])([CH3:27])[CH3:26], predict the reactants needed to synthesize it. The reactants are: [CH3:1][CH:2]([N:4]1[C:8]([C:9]2[N:10]=[C:11]3[N:21]([CH:22]=2)[CH2:20][CH2:19][O:18][C:17]2[C:12]3=[CH:13][C:14]([CH:23]=O)=[CH:15][CH:16]=2)=[N:7][CH:6]=[N:5]1)[CH3:3].[C:25]([N:29]1[CH2:34][CH2:33][NH:32][CH2:31][CH2:30]1)([CH3:28])([CH3:27])[CH3:26].[BH3-]C#N.[Na+]. (4) Given the product [Cl:33][C:30]1[CH:31]=[CH:32][C:27]([CH:8]([C:5]2[CH:4]=[CH:3][C:2]([Cl:1])=[CH:7][CH:6]=2)[N:9]2[CH2:10][C:11](=[CH:13][S:14]([CH2:17][C:18]3[CH:19]=[C:20]([CH:24]=[CH:25][CH:26]=3)[C:21]([NH:34][CH2:35][CH2:36][N:37]3[CH2:42][CH2:41][O:40][CH2:39][CH2:38]3)=[O:22])(=[O:15])=[O:16])[CH2:12]2)=[CH:28][CH:29]=1, predict the reactants needed to synthesize it. The reactants are: [Cl:1][C:2]1[CH:7]=[CH:6][C:5]([CH:8]([C:27]2[CH:32]=[CH:31][C:30]([Cl:33])=[CH:29][CH:28]=2)[N:9]2[CH2:12][C:11](=[CH:13][S:14]([CH2:17][C:18]3[CH:19]=[C:20]([CH:24]=[CH:25][CH:26]=3)[C:21](O)=[O:22])(=[O:16])=[O:15])[CH2:10]2)=[CH:4][CH:3]=1.[NH2:34][CH2:35][CH2:36][N:37]1[CH2:42][CH2:41][O:40][CH2:39][CH2:38]1.